This data is from Peptide-MHC class I binding affinity with 185,985 pairs from IEDB/IMGT. The task is: Regression. Given a peptide amino acid sequence and an MHC pseudo amino acid sequence, predict their binding affinity value. This is MHC class I binding data. (1) The peptide sequence is SEGATPQDL. The MHC is HLA-B08:01 with pseudo-sequence HLA-B08:01. The binding affinity (normalized) is 0. (2) The peptide sequence is LPKRSVMLI. The MHC is HLA-B07:02 with pseudo-sequence HLA-B07:02. The binding affinity (normalized) is 0.189. (3) The MHC is HLA-B27:05 with pseudo-sequence HLA-B27:05. The binding affinity (normalized) is 0.213. The peptide sequence is HPKKVKQAF. (4) The peptide sequence is FPREGVFVF. The binding affinity (normalized) is 1.00. The MHC is HLA-B35:01 with pseudo-sequence HLA-B35:01. (5) The peptide sequence is MRHNSREPY. The MHC is HLA-B57:01 with pseudo-sequence HLA-B57:01. The binding affinity (normalized) is 0.0847. (6) The peptide sequence is LEFEALGFM. The MHC is HLA-B40:01 with pseudo-sequence HLA-B40:01. The binding affinity (normalized) is 0.766.